Dataset: Forward reaction prediction with 1.9M reactions from USPTO patents (1976-2016). Task: Predict the product of the given reaction. (1) Given the reactants C(OC(=O)[N:7]([C:17]1[CH:22]=[CH:21][C:20]([CH:23]([C:26]2[C:34]3[C:29](=[N:30][CH:31]=[C:32]([Br:35])[CH:33]=3)[NH:28][CH:27]=2)OC)=[CH:19][N:18]=1)[CH2:8][C:9]1[CH:10]=[N:11][C:12]([O:15][CH3:16])=[CH:13][CH:14]=1)(C)(C)C.C([SiH](CC)CC)C.FC(F)(F)C(O)=O, predict the reaction product. The product is: [Br:35][C:32]1[CH:33]=[C:34]2[C:26]([CH2:23][C:20]3[CH:21]=[CH:22][C:17]([NH:7][CH2:8][C:9]4[CH:10]=[N:11][C:12]([O:15][CH3:16])=[CH:13][CH:14]=4)=[N:18][CH:19]=3)=[CH:27][NH:28][C:29]2=[N:30][CH:31]=1. (2) Given the reactants [F:1][C:2]1[CH:3]=[C:4]([CH:34]=[CH:35][C:36]=1[NH:37][C:38]([NH:40][C:41]1[CH:46]=[CH:45][CH:44]=[C:43]([CH3:47])[CH:42]=1)=[O:39])[O:5][C:6]1[CH:11]=[CH:10][N:9]=[C:8]([C:12]2[NH:16][CH:15]=[C:14]([C:17]([NH:19][C@@H:20]([CH2:25][CH2:26][C:27]([O:29][C:30]([CH3:33])([CH3:32])[CH3:31])=[O:28])[C:21]([O:23]C)=[O:22])=[O:18])[CH:13]=2)[CH:7]=1.C1COCC1.CO.[OH-].[Na+].Cl, predict the reaction product. The product is: [C:30]([O:29][C:27](=[O:28])[CH2:26][CH2:25][C@H:20]([NH:19][C:17]([C:14]1[CH:13]=[C:12]([C:8]2[CH:7]=[C:6]([O:5][C:4]3[CH:34]=[CH:35][C:36]([NH:37][C:38]([NH:40][C:41]4[CH:46]=[CH:45][CH:44]=[C:43]([CH3:47])[CH:42]=4)=[O:39])=[C:2]([F:1])[CH:3]=3)[CH:11]=[CH:10][N:9]=2)[NH:16][CH:15]=1)=[O:18])[C:21]([OH:23])=[O:22])([CH3:31])([CH3:33])[CH3:32]. (3) Given the reactants [NH2:1][C:2]([N:4]([CH2:22][C:23]1[CH:28]=[CH:27][C:26]([C:29]([F:32])([F:31])[F:30])=[CH:25][CH:24]=1)[CH2:5][CH2:6][C:7]1[CH:21]=[CH:20][C:10]([O:11][C:12]([CH3:19])([CH3:18])[C:13]([O:15][CH2:16][CH3:17])=[O:14])=[CH:9][CH:8]=1)=[S:3].[Cl:33][C:34]1[CH:35]=[C:36]([CH:41]=[CH:42][CH:43]=1)[C:37](=O)[CH2:38]Br, predict the reaction product. The product is: [Cl:33][C:34]1[CH:35]=[C:36]([C:37]2[N:1]=[C:2]([N:4]([CH2:22][C:23]3[CH:28]=[CH:27][C:26]([C:29]([F:30])([F:32])[F:31])=[CH:25][CH:24]=3)[CH2:5][CH2:6][C:7]3[CH:21]=[CH:20][C:10]([O:11][C:12]([CH3:18])([CH3:19])[C:13]([O:15][CH2:16][CH3:17])=[O:14])=[CH:9][CH:8]=3)[S:3][CH:38]=2)[CH:41]=[CH:42][CH:43]=1.